This data is from NCI-60 drug combinations with 297,098 pairs across 59 cell lines. The task is: Regression. Given two drug SMILES strings and cell line genomic features, predict the synergy score measuring deviation from expected non-interaction effect. Drug 1: CC1=C(C=C(C=C1)C(=O)NC2=CC(=CC(=C2)C(F)(F)F)N3C=C(N=C3)C)NC4=NC=CC(=N4)C5=CN=CC=C5. Drug 2: CN(CCCl)CCCl.Cl. Cell line: TK-10. Synergy scores: CSS=18.4, Synergy_ZIP=-6.19, Synergy_Bliss=-0.508, Synergy_Loewe=-0.556, Synergy_HSA=0.636.